This data is from Forward reaction prediction with 1.9M reactions from USPTO patents (1976-2016). The task is: Predict the product of the given reaction. Given the reactants Br[C:2]1[CH:7]=[CH:6][C:5]([C:8]2[N:13]=[CH:12][C:11]([C:14]([NH:17][C:18](=[O:24])[O:19][C:20]([CH3:23])([CH3:22])[CH3:21])([CH3:16])[CH3:15])=[CH:10][CH:9]=2)=[CH:4][CH:3]=1.[PH:25](=[O:32])([O:29][CH2:30][CH3:31])[O:26][CH2:27][CH3:28].CCN(CC)CC, predict the reaction product. The product is: [CH2:27]([O:26][P:25]([C:2]1[CH:7]=[CH:6][C:5]([C:8]2[N:13]=[CH:12][C:11]([C:14]([NH:17][C:18](=[O:24])[O:19][C:20]([CH3:23])([CH3:22])[CH3:21])([CH3:16])[CH3:15])=[CH:10][CH:9]=2)=[CH:4][CH:3]=1)([O:29][CH2:30][CH3:31])=[O:32])[CH3:28].